Regression/Classification. Given a drug SMILES string, predict its absorption, distribution, metabolism, or excretion properties. Task type varies by dataset: regression for continuous measurements (e.g., permeability, clearance, half-life) or binary classification for categorical outcomes (e.g., BBB penetration, CYP inhibition). Dataset: cyp1a2_veith. From a dataset of CYP1A2 inhibition data for predicting drug metabolism from PubChem BioAssay. (1) The molecule is O=C(c1cccc(F)c1)N1CCC2(CCCN(Cc3cc(C(F)(F)F)cc(C(F)(F)F)c3)C2)CC1. The result is 0 (non-inhibitor). (2) The drug is Cn1cc(C2=C(c3ccc(Cl)cc3Cl)C(=O)NC2=O)c2ccccc21. The result is 1 (inhibitor). (3) The compound is CN1CCc2c(sc3c2c(=O)n(-c2ccccc2)c2nncn32)C1. The result is 0 (non-inhibitor).